From a dataset of Full USPTO retrosynthesis dataset with 1.9M reactions from patents (1976-2016). Predict the reactants needed to synthesize the given product. (1) Given the product [Cl:38][C:39]1[CH:45]=[CH:44][C:42]([NH:43][C:33](=[O:35])[C:32]2[CH:31]=[CH:30][C:29]([CH2:28][S:25]([C:21]3[N:20]([CH3:19])[CH:24]=[N:23][N:22]=3)(=[O:26])=[O:27])=[CH:37][CH:36]=2)=[CH:41][C:40]=1[C:46]1[CH:51]=[CH:50][CH:49]=[CH:48][N:47]=1, predict the reactants needed to synthesize it. The reactants are: CN1C=NN=C1S(CC1C=CC(C(O)=O)=CC=1)=O.[CH3:19][N:20]1[CH:24]=[N:23][N:22]=[C:21]1[S:25]([CH2:28][C:29]1[CH:37]=[CH:36][C:32]([C:33]([OH:35])=O)=[CH:31][CH:30]=1)(=[O:27])=[O:26].[Cl:38][C:39]1[CH:45]=[CH:44][C:42]([NH2:43])=[CH:41][C:40]=1[C:46]1[CH:51]=[CH:50][CH:49]=[CH:48][N:47]=1. (2) Given the product [CH3:1][C:2]1[CH:7]=[C:6]([N:8]2[CH2:12][CH2:11][CH:10]([CH2:13][N:14]3[CH2:18][CH2:17][CH2:16][CH:15]3[CH3:19])[CH2:9]2)[CH:5]=[CH:4][C:3]=1[NH:20][C:32]([C:27]1[O:28][C:29]2[C:24]([C:25](=[O:35])[CH:26]=1)=[CH:23][C:22]([CH3:21])=[CH:31][CH:30]=2)=[O:33], predict the reactants needed to synthesize it. The reactants are: [CH3:1][C:2]1[CH:7]=[C:6]([N:8]2[CH2:12][CH2:11][CH:10]([CH2:13][N:14]3[CH2:18][CH2:17][CH2:16][CH:15]3[CH3:19])[CH2:9]2)[CH:5]=[CH:4][C:3]=1[NH2:20].[CH3:21][C:22]1[CH:23]=[C:24]2[C:29](=[CH:30][CH:31]=1)[O:28][C:27]([C:32](O)=[O:33])=[CH:26][C:25]2=[O:35].